This data is from NCI-60 drug combinations with 297,098 pairs across 59 cell lines. The task is: Regression. Given two drug SMILES strings and cell line genomic features, predict the synergy score measuring deviation from expected non-interaction effect. (1) Drug 1: CNC(=O)C1=CC=CC=C1SC2=CC3=C(C=C2)C(=NN3)C=CC4=CC=CC=N4. Drug 2: COCCOC1=C(C=C2C(=C1)C(=NC=N2)NC3=CC=CC(=C3)C#C)OCCOC.Cl. Cell line: MDA-MB-231. Synergy scores: CSS=1.94, Synergy_ZIP=1.19, Synergy_Bliss=4.13, Synergy_Loewe=-0.529, Synergy_HSA=0.495. (2) Drug 1: CC(C1=C(C=CC(=C1Cl)F)Cl)OC2=C(N=CC(=C2)C3=CN(N=C3)C4CCNCC4)N. Drug 2: CCC(=C(C1=CC=CC=C1)C2=CC=C(C=C2)OCCN(C)C)C3=CC=CC=C3.C(C(=O)O)C(CC(=O)O)(C(=O)O)O. Cell line: T-47D. Synergy scores: CSS=10.5, Synergy_ZIP=2.08, Synergy_Bliss=7.23, Synergy_Loewe=4.04, Synergy_HSA=5.64. (3) Drug 1: C1CCN(CC1)CCOC2=CC=C(C=C2)C(=O)C3=C(SC4=C3C=CC(=C4)O)C5=CC=C(C=C5)O. Drug 2: C1C(C(OC1N2C=NC(=NC2=O)N)CO)O. Cell line: A549. Synergy scores: CSS=3.97, Synergy_ZIP=-0.982, Synergy_Bliss=0.626, Synergy_Loewe=-3.81, Synergy_HSA=-1.72. (4) Drug 1: CC12CCC3C(C1CCC2O)C(CC4=C3C=CC(=C4)O)CCCCCCCCCS(=O)CCCC(C(F)(F)F)(F)F. Drug 2: C(CC(=O)O)C(=O)CN.Cl. Cell line: CAKI-1. Synergy scores: CSS=18.5, Synergy_ZIP=-4.68, Synergy_Bliss=2.59, Synergy_Loewe=0.765, Synergy_HSA=1.01. (5) Drug 2: CC1=CC=C(C=C1)C2=CC(=NN2C3=CC=C(C=C3)S(=O)(=O)N)C(F)(F)F. Synergy scores: CSS=24.9, Synergy_ZIP=-4.73, Synergy_Bliss=-0.407, Synergy_Loewe=-5.99, Synergy_HSA=1.03. Cell line: M14. Drug 1: CC1C(C(=O)NC(C(=O)N2CCCC2C(=O)N(CC(=O)N(C(C(=O)O1)C(C)C)C)C)C(C)C)NC(=O)C3=C4C(=C(C=C3)C)OC5=C(C(=O)C(=C(C5=N4)C(=O)NC6C(OC(=O)C(N(C(=O)CN(C(=O)C7CCCN7C(=O)C(NC6=O)C(C)C)C)C)C(C)C)C)N)C.